This data is from Full USPTO retrosynthesis dataset with 1.9M reactions from patents (1976-2016). The task is: Predict the reactants needed to synthesize the given product. (1) Given the product [Br:1][C:2]1[CH:3]=[C:4]([NH:8][C:9]2[C:10]3[CH:18]=[C:17]([S:19]([CH:22]=[CH2:23])(=[O:21])=[O:20])[N:16]=[CH:15][C:11]=3[N:12]=[CH:13][N:14]=2)[CH:5]=[CH:6][CH:7]=1, predict the reactants needed to synthesize it. The reactants are: [Br:1][C:2]1[CH:3]=[C:4]([NH:8][C:9]2[C:10]3[CH:18]=[C:17]([S:19]([CH2:22][CH2:23]O)(=[O:21])=[O:20])[N:16]=[CH:15][C:11]=3[N:12]=[CH:13][N:14]=2)[CH:5]=[CH:6][CH:7]=1.C(N(CC)CC)C.CS(Cl)(=O)=O. (2) Given the product [Si:39]([O:46][C@H:47]1[CH2:51][N:50]([C:52]([O:54][C:55]([CH3:58])([CH3:57])[CH3:56])=[O:53])[C@@H:49]([CH2:59][O:32][C:30]2[CH:29]=[C:28]([O:33][CH3:34])[CH:27]=[C:26]3[C:31]=2[C:22]([NH:21][C:20]2[CH:35]=[CH:36][C:37]([F:38])=[C:18]([Cl:17])[CH:19]=2)=[N:23][CH:24]=[N:25]3)[CH2:48]1)([C:42]([CH3:45])([CH3:44])[CH3:43])([CH3:41])[CH3:40], predict the reactants needed to synthesize it. The reactants are: CC(OC(/N=N/C(OC(C)(C)C)=O)=O)(C)C.[Cl:17][C:18]1[CH:19]=[C:20]([CH:35]=[CH:36][C:37]=1[F:38])[NH:21][C:22]1[C:31]2[C:30]([OH:32])=[CH:29][C:28]([O:33][CH3:34])=[CH:27][C:26]=2[N:25]=[CH:24][N:23]=1.[Si:39]([O:46][C@H:47]1[CH2:51][N:50]([C:52]([O:54][C:55]([CH3:58])([CH3:57])[CH3:56])=[O:53])[C@@H:49]([CH2:59]O)[CH2:48]1)([C:42]([CH3:45])([CH3:44])[CH3:43])([CH3:41])[CH3:40].C1(P(C2C=CC=CC=2)C2C=CC=CC=2)C=CC=CC=1. (3) Given the product [Cl:22][C:17]1[CH:16]=[C:15]([NH:14][C:5]2[C:4]3[C:9](=[CH:10][CH:11]=[C:2]([NH:1][CH2:36][C:26]4[C:25]5[C:29](=[C:30]([F:35])[C:31]([F:34])=[C:32]([F:33])[C:24]=5[F:23])[NH:28][CH:27]=4)[CH:3]=3)[N:8]=[CH:7][C:6]=2[C:12]#[N:13])[CH:20]=[CH:19][C:18]=1[F:21], predict the reactants needed to synthesize it. The reactants are: [NH2:1][C:2]1[CH:3]=[C:4]2[C:9](=[CH:10][CH:11]=1)[N:8]=[CH:7][C:6]([C:12]#[N:13])=[C:5]2[NH:14][C:15]1[CH:20]=[CH:19][C:18]([F:21])=[C:17]([Cl:22])[CH:16]=1.[F:23][C:24]1[C:32]([F:33])=[C:31]([F:34])[C:30]([F:35])=[C:29]2[C:25]=1[C:26]([CH:36]=O)=[CH:27][NH:28]2.[BH3-]C#N.[Na+].